Dataset: Reaction yield outcomes from USPTO patents with 853,638 reactions. Task: Predict the reaction yield, written as a fraction of the theoretical maximum amount of product (1.0 means a 100% yield; for example, 0.34 means a 34% yield). (1) The product is [O:1]1[CH2:5][CH2:4][C:3]2[CH:6]=[C:7]([C:10]3[C:18]4[C:13](=[CH:14][CH:15]=[C:16]([C:19]([NH2:20])=[O:21])[CH:17]=4)[NH:12][N:11]=3)[CH:8]=[CH:9][C:2]1=2. The yield is 0.530. The reactants are [O:1]1[CH2:5][CH2:4][C:3]2[CH:6]=[C:7]([C:10]3[C:18]4[C:13](=[CH:14][CH:15]=[C:16]([C:19]#[N:20])[CH:17]=4)[NH:12][N:11]=3)[CH:8]=[CH:9][C:2]1=2.[OH:21]O.[OH-].[Na+].Cl. The catalyst is O.C(O)C. (2) The reactants are [Br:1][C:2]1[CH:7]=[CH:6][C:5]([O:8][CH3:9])=[CH:4][C:3]=1[CH2:10]Br.[NH:12]([C:20]([O:22][C:23]([CH3:26])([CH3:25])[CH3:24])=[O:21])[C:13]([O:15][C:16]([CH3:19])([CH3:18])[CH3:17])=[O:14].[K]. The catalyst is CN(C)C=O. The product is [C:23]([O:22][C:20]([N:12]([CH2:10][C:3]1[CH:4]=[C:5]([O:8][CH3:9])[CH:6]=[CH:7][C:2]=1[Br:1])[C:13]([O:15][C:16]([CH3:19])([CH3:18])[CH3:17])=[O:14])=[O:21])([CH3:26])([CH3:25])[CH3:24]. The yield is 0.420. (3) The reactants are [CH3:1][O:2][C:3](=[O:39])/[CH:4]=[CH:5]/[C:6]1[CH:11]=[CH:10][N:9]2[C:12]([C:33]3[CH:38]=[CH:37][CH:36]=[CH:35][CH:34]=3)=[C:13]([C:15]3[CH:20]=[CH:19][C:18]([C:21]4([NH:25][C:26]([O:28][C:29]([CH3:32])([CH3:31])[CH3:30])=[O:27])[CH2:24][CH2:23][CH2:22]4)=[CH:17][CH:16]=3)[N:14]=[C:8]2[CH:7]=1. The catalyst is [Pd].CO. The product is [CH3:1][O:2][C:3](=[O:39])[CH2:4][CH2:5][C:6]1[CH:11]=[CH:10][N:9]2[C:12]([C:33]3[CH:34]=[CH:35][CH:36]=[CH:37][CH:38]=3)=[C:13]([C:15]3[CH:20]=[CH:19][C:18]([C:21]4([NH:25][C:26]([O:28][C:29]([CH3:32])([CH3:31])[CH3:30])=[O:27])[CH2:24][CH2:23][CH2:22]4)=[CH:17][CH:16]=3)[N:14]=[C:8]2[CH:7]=1. The yield is 0.460. (4) The product is [N:9](=[CH:2][C:3]([NH:19][C:16]1[CH:17]=[CH:18][C:13]([O:12][CH3:11])=[CH:14][CH:15]=1)=[O:5])[OH:10]. The reactants are Cl[C:2](Cl)(Cl)[CH:3]([OH:5])O.Cl.[NH2:9][OH:10].[CH3:11][O:12][C:13]1[CH:18]=[CH:17][C:16]([NH2:19])=[CH:15][CH:14]=1.Cl. The catalyst is O. The yield is 0.850. (5) No catalyst specified. The yield is 0.500. The reactants are [C:1](O)(=[O:11])[C:2]1[CH:10]=[CH:9][C:5]([C:6]([NH2:8])=[O:7])=[CH:4][CH:3]=1.[NH:13]1[CH2:18][CH2:17][CH2:16][C@@H:15]2[C:19]3[CH:20]=[CH:21][CH:22]=[CH:23][C:24]=3[CH2:25][C@H:14]12. The product is [N:13]1([C:1]([C:2]2[CH:10]=[CH:9][C:5]([C:6]([NH2:8])=[O:7])=[CH:4][CH:3]=2)=[O:11])[CH2:18][CH2:17][CH2:16][C@@H:15]2[C:19]3[CH:20]=[CH:21][CH:22]=[CH:23][C:24]=3[CH2:25][C@H:14]12. (6) The reactants are [C:1]([O:5][C:6](=[O:15])[CH2:7]/[N:8]=[CH:9]/[CH2:10][C:11]([CH3:14])([CH3:13])[CH3:12])([CH3:4])([CH3:3])[CH3:2].[Br:16][C:17]1[CH:18]=[C:19](/[CH:23]=[C:24](/[C:27]2[CH:32]=[CH:31][C:30]([Cl:33])=[CH:29][C:28]=2[F:34])\[C:25]#[N:26])[CH:20]=[CH:21][CH:22]=1.C(N(CC)CC)C. The catalyst is ClCCl. The product is [C:1]([O:5][C:6]([CH:7]1[CH:23]([C:19]2[CH:20]=[CH:21][CH:22]=[C:17]([Br:16])[CH:18]=2)[C:24]([C:27]2[CH:32]=[CH:31][C:30]([Cl:33])=[CH:29][C:28]=2[F:34])([C:25]#[N:26])[CH:9]([CH2:10][C:11]([CH3:14])([CH3:13])[CH3:12])[NH:8]1)=[O:15])([CH3:4])([CH3:3])[CH3:2]. The yield is 0.400.